This data is from Full USPTO retrosynthesis dataset with 1.9M reactions from patents (1976-2016). The task is: Predict the reactants needed to synthesize the given product. (1) Given the product [CH:1]1[C:9]2[C:8]3[CH2:10][CH2:11][CH2:12][CH2:13][C:7]=3[O:6][C:5]=2[CH:4]=[CH:3][C:2]=1[NH:14][C:15](=[O:18])[CH2:16][CH3:17], predict the reactants needed to synthesize it. The reactants are: [CH2:1]1[C:9]2[C:8]3[CH:10]=[CH:11][CH:12]=[CH:13][C:7]=3[O:6][C:5]=2[CH2:4][CH2:3][CH:2]1[NH2:14].[C:15](Cl)(=[O:18])[CH2:16][CH3:17].C(N(CC)CC)C. (2) Given the product [CH3:26][O:27][C:28](=[O:40])[C@@H:29]([O:23][C:21]1[CH:20]=[CH:19][C:16]2[C:17]3[N:11]([CH2:12][CH2:13][O:14][C:15]=2[CH:22]=1)[CH:10]=[C:9]([C:8]1[N:4]([CH2:3][C:2]([F:24])([F:1])[F:25])[N:5]=[CH:6][N:7]=1)[N:18]=3)[CH2:30][O:31][Si:32]([C:35]([CH3:37])([CH3:36])[CH3:38])([CH3:34])[CH3:33], predict the reactants needed to synthesize it. The reactants are: [F:1][C:2]([F:25])([F:24])[CH2:3][N:4]1[C:8]([C:9]2[N:18]=[C:17]3[N:11]([CH2:12][CH2:13][O:14][C:15]4[CH:22]=[C:21]([OH:23])[CH:20]=[CH:19][C:16]=43)[CH:10]=2)=[N:7][CH:6]=[N:5]1.[CH3:26][O:27][C:28](=[O:40])[C@H:29](O)[CH2:30][O:31][Si:32]([C:35]([CH3:38])([CH3:37])[CH3:36])([CH3:34])[CH3:33].CO. (3) Given the product [C:107]([OH:119])(=[O:118])/[CH:108]=[CH:109]/[C:110]1[CH:111]=[CH:112][CH:114]=[CH:116][CH:117]=1, predict the reactants needed to synthesize it. The reactants are: C(SCCNC(=O)CCNC(=O)[C@H](O)C(C)(C)COP(O)(=O)OP(O)(=O)OC[C@H]1O[C@@H](N2C3N=CN=C(N)C=3N=C2)[C@H](O)[C@@H]1OP(O)(O)=O)(=O)C=CC1C=CC=CC=1.C1C=[N+]([C@@H]2O[C@H](COP(OP(OC[C@H]3O[C@@H](N4C5N=CN=C(N)C=5N=C4)[C@H](OP(O)(O)=O)[C@@H]3O)(O)=O)(O)=O)[C@@H](O)[C@H]2O)C=C(C(N)=O)C=1.[C:107]([OH:119])(=[O:118])/[CH:108]=[CH:109]/[C:110]1[CH:117]=[CH:116][C:114](O)=[C:112](O)[CH:111]=1.C(SCCNC(=O)CCNC(=O)[C@H](O)C(C)(C)COP(O)(=O)OP(O)(=O)OC[C@H]1O[C@@H](N2C3N=CN=C(N)C=3N=C2)[C@H](O)[C@@H]1OP(O)(O)=O)(=O)/C=C/C1C=CC(O)=C(O)C=1.N.N[C@H](C(O)=O)CC1C=CC=CC=1.N[C@H](C(O)=O)CC1C=CC=CC=1. (4) Given the product [Br:1][CH2:12][C:11]([C:5]1[CH:6]=[CH:7][C:8]([F:10])=[CH:9][C:4]=1[F:3])=[O:13], predict the reactants needed to synthesize it. The reactants are: [Br:1]Br.[F:3][C:4]1[CH:9]=[C:8]([F:10])[CH:7]=[CH:6][C:5]=1[C:11](=[O:13])[CH3:12].C([O-])(O)=O.[Na+]. (5) Given the product [Br:1][C:2]1[CH:3]=[C:4]([C:24]2[C:19]([C:14]3[CH:13]=[CH:18][CH:17]=[CH:16][CH:15]=3)=[CH:20][CH:21]=[CH:22][CH:23]=2)[CH:5]=[C:6]([Br:8])[CH:7]=1, predict the reactants needed to synthesize it. The reactants are: [Br:1][C:2]1[CH:3]=[C:4](B(O)O)[CH:5]=[C:6]([Br:8])[CH:7]=1.I[C:13]1[CH:18]=[CH:17][CH:16]=[CH:15][C:14]=1[C:19]1[CH:24]=[CH:23][CH:22]=[CH:21][CH:20]=1. (6) Given the product [OH:1][C:2]([CH3:40])([CH3:39])[CH2:3][O:4][C:5]1[CH:10]=[CH:9][CH:8]=[CH:7][C:6]=1[N:11]1[CH2:16][CH2:15][O:14][C:13]2[CH:17]=[C:18]([S:21]([NH:24][C:25]3[S:26][CH:27]=[CH:28][N:29]=3)(=[O:22])=[O:23])[CH:19]=[CH:20][C:12]1=2, predict the reactants needed to synthesize it. The reactants are: [OH:1][C:2]([CH3:40])([CH3:39])[CH2:3][O:4][C:5]1[CH:10]=[CH:9][CH:8]=[CH:7][C:6]=1[N:11]1[CH2:16][CH2:15][O:14][C:13]2[CH:17]=[C:18]([S:21]([N:24](CC3C=CC(OC)=CC=3)[C:25]3[S:26][CH:27]=[CH:28][N:29]=3)(=[O:23])=[O:22])[CH:19]=[CH:20][C:12]1=2.C(O)(C(F)(F)F)=O. (7) Given the product [C:1]([O:5][C:6]([N:8]1[CH2:12][CH:11]([O:13][C:14]2[CH:19]=[C:18]([N+:20]([O-:22])=[O:21])[CH:17]=[C:16]([F:23])[CH:15]=2)[CH2:10][CH:9]1[CH2:24][O:25][CH3:26])=[O:7])([CH3:4])([CH3:3])[CH3:2], predict the reactants needed to synthesize it. The reactants are: [C:1]([O:5][C:6]([N:8]1[CH2:12][CH:11]([O:13][C:14]2[CH:19]=[C:18]([N+:20]([O-:22])=[O:21])[CH:17]=[C:16]([F:23])[CH:15]=2)[CH2:10][CH:9]1[CH2:24][OH:25])=[O:7])([CH3:4])([CH3:3])[CH3:2].[CH3:26]I.[H-].[Na+]. (8) Given the product [CH3:16][O:15][C:10]1[CH:11]=[CH:12][CH:13]=[CH:14][C:9]=1[C:5]1([C:3](=[O:4])[CH2:2][N:29]2[CH2:30][CH2:31][CH2:32][CH:27]([CH2:26][O:25][C:24]3[CH:33]=[CH:34][C:21]([C:20]([F:19])([F:35])[F:36])=[CH:22][CH:23]=3)[CH2:28]2)[CH2:8][CH2:7][CH2:6]1, predict the reactants needed to synthesize it. The reactants are: Cl[CH2:2][C:3]([C:5]1([C:9]2[CH:14]=[CH:13][CH:12]=[CH:11][C:10]=2[O:15][CH3:16])[CH2:8][CH2:7][CH2:6]1)=[O:4].[F-].[K+].[F:19][C:20]([F:36])([F:35])[C:21]1[CH:34]=[CH:33][C:24]([O:25][CH2:26][CH:27]2[CH2:32][CH2:31][CH2:30][NH:29][CH2:28]2)=[CH:23][CH:22]=1. (9) Given the product [C:29]([O:28][C:26]([N:11]1[CH2:16][CH2:15][NH:14][C:13](=[O:17])[CH2:12]1)=[O:27])([CH3:30])([CH3:31])[CH3:32], predict the reactants needed to synthesize it. The reactants are: C(OC([N:11]1[CH2:16][CH2:15][NH:14][C:13](=[O:17])[CH2:12]1)=O)C1C=CC=CC=1.[CH3:30][C:29]([O:28][C:26](O[C:26]([O:28][C:29]([CH3:32])([CH3:31])[CH3:30])=[O:27])=[O:27])([CH3:32])[CH3:31]. (10) The reactants are: [Cl:1][C:2]1[CH:7]=[N:6][N:5]([C:8]2[CH:13]=[CH:12][C:11]([C:14]([F:17])([F:16])[F:15])=[CH:10][C:9]=2[Cl:18])[C:4](=[O:19])[C:3]=1[O:20]C.[Cl:22][C:23]1[C:24](=[O:42])[N:25]([C:31]2[CH:36]=[CH:35][C:34]([C:37]([F:40])([F:39])[F:38])=[CH:33][C:32]=2[Cl:41])[N:26]=[CH:27][C:28]=1[O:29]C.N1CCOCC1. Given the product [Cl:1][C:2]1[CH:7]=[N:6][N:5]([C:8]2[CH:13]=[CH:12][C:11]([C:14]([F:17])([F:16])[F:15])=[CH:10][C:9]=2[Cl:18])[C:4](=[O:19])[C:3]=1[OH:20].[Cl:22][C:23]1[C:24](=[O:42])[N:25]([C:31]2[CH:36]=[CH:35][C:34]([C:37]([F:39])([F:40])[F:38])=[CH:33][C:32]=2[Cl:41])[N:26]=[CH:27][C:28]=1[OH:29], predict the reactants needed to synthesize it.